This data is from Full USPTO retrosynthesis dataset with 1.9M reactions from patents (1976-2016). The task is: Predict the reactants needed to synthesize the given product. (1) Given the product [NH:1]1[C:5]([CH:6]2[C:14]3[C:9](=[CH:10][C:11]([CH3:17])=[C:12]([O:15][CH3:16])[CH:13]=3)[CH2:8][CH2:7]2)=[CH:4][N:3]=[CH:2]1, predict the reactants needed to synthesize it. The reactants are: [NH:1]1[C:5]([C:6]2[C:14]3[C:9](=[CH:10][C:11]([CH3:17])=[C:12]([O:15][CH3:16])[CH:13]=3)[CH2:8][CH:7]=2)=[CH:4][N:3]=[CH:2]1. (2) The reactants are: O=C1C(=[C:11]([C:14]#[N:15])[C:12]#[N:13])C2C(=CC=C(S(N3CCCC3COC3C=CC=CC=3)(=O)=O)C=2)N1.[OH:32][C:33]1[CH:66]=[CH:65][C:36]([CH2:37][N:38]2[C:46]3[C:41](=[CH:42][C:43]([S:47]([N:50]4[CH2:54][CH2:53][CH2:52][CH:51]4[CH2:55][O:56][C:57]4[CH:58]=[N:59][CH:60]=[CH:61][CH:62]=4)(=[O:49])=[O:48])=[CH:44][CH:45]=3)[C:40](=O)[C:39]2=[O:64])=[CH:35][CH:34]=1. Given the product [OH:32][C:33]1[CH:34]=[CH:35][C:36]([CH2:37][N:38]2[C:46]3[C:41](=[CH:42][C:43]([S:47]([N:50]4[CH2:54][CH2:53][CH2:52][CH:51]4[CH2:55][O:56][C:57]4[CH:58]=[N:59][CH:60]=[CH:61][CH:62]=4)(=[O:49])=[O:48])=[CH:44][CH:45]=3)[C:40](=[C:11]([C:14]#[N:15])[C:12]#[N:13])[C:39]2=[O:64])=[CH:65][CH:66]=1, predict the reactants needed to synthesize it.